From a dataset of Peptide-MHC class II binding affinity with 134,281 pairs from IEDB. Regression. Given a peptide amino acid sequence and an MHC pseudo amino acid sequence, predict their binding affinity value. This is MHC class II binding data. (1) The peptide sequence is GELQIVDWIDAAFKI. The MHC is DRB1_0701 with pseudo-sequence DRB1_0701. The binding affinity (normalized) is 0.542. (2) The MHC is DRB1_1602 with pseudo-sequence DRB1_1602. The peptide sequence is GYVSLQEFVDLNNKG. The binding affinity (normalized) is 0.433. (3) The peptide sequence is ASQDVKNWMTETLLV. The MHC is DRB1_0405 with pseudo-sequence DRB1_0405. The binding affinity (normalized) is 0.203. (4) The peptide sequence is KKSGARSNVTFTVNQTS. The MHC is DRB1_0701 with pseudo-sequence DRB1_0701. The binding affinity (normalized) is 0.429. (5) The peptide sequence is AFKVAASAANAAPAN. The MHC is HLA-DPA10103-DPB10301 with pseudo-sequence HLA-DPA10103-DPB10301. The binding affinity (normalized) is 0.708. (6) The peptide sequence is YGIAAENVIDVKLVD. The MHC is DRB1_0701 with pseudo-sequence DRB1_0701. The binding affinity (normalized) is 0.499.